From a dataset of Reaction yield outcomes from USPTO patents with 853,638 reactions. Predict the reaction yield, written as a fraction of the theoretical maximum amount of product (1.0 means a 100% yield; for example, 0.34 means a 34% yield). (1) The reactants are Br[C:2]1[N:3]=[C:4]([C:9]2[NH:13][C:12]3[CH:14]=[C:15]([CH3:18])[CH:16]=[CH:17][C:11]=3[N:10]=2)[C:5]([NH2:8])=[N:6][CH:7]=1.[CH:19](B(O)O)=[CH:20][CH3:21].C(P(CC)CC)C.C(=O)([O-])[O-].[Na+].[Na+]. The product is [CH3:18][C:15]1[CH:16]=[CH:17][C:11]2[N:10]=[C:9]([C:4]3[C:5]([NH2:8])=[N:6][CH:7]=[C:2](/[CH:19]=[CH:20]/[CH3:21])[N:3]=3)[NH:13][C:12]=2[CH:14]=1. The yield is 0.310. The catalyst is COCCOC.Cl[Pd]Cl. (2) The reactants are CS(O[CH2:6][CH2:7][N:8]1[CH:12]=[C:11]([C:13]2[CH:18]=[C:17]([C:19]([O:21]C)=[O:20])[CH:16]=[CH:15][N:14]=2)[N:10]=[CH:9]1)(=O)=O.[F:23][C:24]1[CH:31]=[CH:30][C:27]([CH2:28][NH2:29])=[CH:26][CH:25]=1. No catalyst specified. The product is [F:23][C:24]1[CH:31]=[CH:30][C:27]([CH2:28][NH:29][CH2:6][CH2:7][N:8]2[CH:12]=[C:11]([C:13]3[CH:18]=[C:17]([C:19]([OH:21])=[O:20])[CH:16]=[CH:15][N:14]=3)[N:10]=[CH:9]2)=[CH:26][CH:25]=1. The yield is 0.200. (3) The yield is 0.810. The reactants are [F:1][C:2]([F:22])([O:6][C:7]1[CH:8]=[C:9]([CH2:13][NH:14][C:15]2[CH:16]=[C:17]([OH:21])[CH:18]=[CH:19][CH:20]=2)[CH:10]=[CH:11][CH:12]=1)[CH:3]([F:5])[F:4].[F:23][C:24]([F:30])([F:29])S([O-])(=[O:43])=[O:43].[Yb+3].[F:23][C:24]([F:30])([F:29])S([O-])(=O)=O.[F:23][C:24]([F:30])([F:29])S([O-])(=O)=[O:43].[C:48](#N)[CH3:49]. The product is [F:1][C:2]([F:22])([O:6][C:7]1[CH:8]=[C:9]([CH2:13][N:14]([CH2:49][C@@H:48]([OH:43])[C:24]([F:30])([F:29])[F:23])[C:15]2[CH:16]=[C:17]([OH:21])[CH:18]=[CH:19][CH:20]=2)[CH:10]=[CH:11][CH:12]=1)[CH:3]([F:4])[F:5]. The catalyst is O.C(OCC)C. (4) The reactants are C1C(=O)N([I:8])C(=O)C1.[NH2:9][C:10]1[C:15]2[C:16]([C:19]3[CH:20]=[C:21]4[C:25](=[CH:26][CH:27]=3)[N:24]([C:28]([O:30][C:31]([CH3:34])([CH3:33])[CH3:32])=[O:29])[CH2:23][CH2:22]4)=[CH:17][O:18][C:14]=2[CH:13]=[CH:12][N:11]=1.O. The catalyst is CN(C=O)C. The product is [NH2:9][C:10]1[C:15]2[C:16]([C:19]3[CH:20]=[C:21]4[C:25](=[CH:26][CH:27]=3)[N:24]([C:28]([O:30][C:31]([CH3:34])([CH3:33])[CH3:32])=[O:29])[CH2:23][CH2:22]4)=[CH:17][O:18][C:14]=2[C:13]([I:8])=[CH:12][N:11]=1. The yield is 0.930. (5) The reactants are C(OC(=O)[NH:7][C@H:8]([CH2:13][N:14]([C:26]1[CH:31]=[CH:30][C:29]([C:32]2[CH:37]=[CH:36][C:35]([CH2:38][CH2:39][CH3:40])=[CH:34][CH:33]=2)=[CH:28][CH:27]=1)[C:15]([CH:17]1[CH2:19][CH:18]1[C:20]1[CH:25]=[CH:24][CH:23]=[CH:22][N:21]=1)=[O:16])[C@@H:9]([CH3:12])[CH2:10][CH3:11])(C)(C)C.ClCCl.Cl. The catalyst is O1CCOCC1. The product is [NH2:7][C@@H:8]([C@@H:9]([CH3:12])[CH2:10][CH3:11])[CH2:13][N:14]([C:26]1[CH:27]=[CH:28][C:29]([C:32]2[CH:37]=[CH:36][C:35]([CH2:38][CH2:39][CH3:40])=[CH:34][CH:33]=2)=[CH:30][CH:31]=1)[C:15]([C@@H:17]1[CH2:19][C@H:18]1[C:20]1[CH:25]=[CH:24][CH:23]=[CH:22][N:21]=1)=[O:16]. The yield is 0.950. (6) The yield is 0.900. The reactants are [Br:1][C:2]1[C:3]([C:10]([O:12]C)=O)=[N:4][C:5]([S:8][CH3:9])=[N:6][CH:7]=1.[CH2:14]([NH2:17])[CH:15]=[CH2:16]. The product is [CH2:14]([NH:17][C:10]([C:3]1[C:2]([Br:1])=[CH:7][N:6]=[C:5]([S:8][CH3:9])[N:4]=1)=[O:12])[CH:15]=[CH2:16]. The catalyst is CO.